Dataset: NCI-60 drug combinations with 297,098 pairs across 59 cell lines. Task: Regression. Given two drug SMILES strings and cell line genomic features, predict the synergy score measuring deviation from expected non-interaction effect. Drug 1: CCC1=CC2CC(C3=C(CN(C2)C1)C4=CC=CC=C4N3)(C5=C(C=C6C(=C5)C78CCN9C7C(C=CC9)(C(C(C8N6C)(C(=O)OC)O)OC(=O)C)CC)OC)C(=O)OC.C(C(C(=O)O)O)(C(=O)O)O. Drug 2: C#CCC(CC1=CN=C2C(=N1)C(=NC(=N2)N)N)C3=CC=C(C=C3)C(=O)NC(CCC(=O)O)C(=O)O. Synergy scores: CSS=1.06, Synergy_ZIP=-0.376, Synergy_Bliss=-0.813, Synergy_Loewe=-0.328, Synergy_HSA=-0.549. Cell line: NCI/ADR-RES.